From a dataset of Catalyst prediction with 721,799 reactions and 888 catalyst types from USPTO. Predict which catalyst facilitates the given reaction. (1) Reactant: [C:1]([C:3]1[CH:8]=[CH:7][C:6]([C:9]2[N:13]3[CH:14]=[C:15]([C:18]4[CH:44]=[CH:43][C:21]([C:22]([N:24]5[CH2:29][CH2:28][CH:27]([N:30]6[CH2:35][CH2:34][N:33](C(OC(C)(C)C)=O)[CH2:32][CH2:31]6)[CH2:26][CH2:25]5)=[O:23])=[CH:20][CH:19]=4)[CH:16]=[CH:17][C:12]3=[N:11][CH:10]=2)=[CH:5][CH:4]=1)#[N:2].C(O)(C(F)(F)F)=O. Product: [N:30]1([CH:27]2[CH2:26][CH2:25][N:24]([C:22]([C:21]3[CH:43]=[CH:44][C:18]([C:15]4[CH:16]=[CH:17][C:12]5[N:13]([C:9]([C:6]6[CH:5]=[CH:4][C:3]([C:1]#[N:2])=[CH:8][CH:7]=6)=[CH:10][N:11]=5)[CH:14]=4)=[CH:19][CH:20]=3)=[O:23])[CH2:29][CH2:28]2)[CH2:35][CH2:34][NH:33][CH2:32][CH2:31]1. The catalyst class is: 2. (2) Reactant: [OH:1][C@H:2]1[CH2:11][C:10]([CH3:13])([CH3:12])[C@@H:9](CC([O-])=O)[C:8]2[N:7]=[C:6]([CH:18]([CH3:20])[CH3:19])[C:5]3[C@@H:21]([C:28]4[CH:33]=[CH:32][C:31]([C:34]([F:37])([F:36])[F:35])=[CH:30][CH:29]=4)[O:22][C:23]4([CH2:27][CH2:26][CH2:25][CH2:24]4)[C:4]=3[C:3]1=2.C(=O)([O-])[O-:39].[K+].[K+]. Product: [CH:18]([C:6]1[C:5]2[C@@H:21]([C:28]3[CH:29]=[CH:30][C:31]([C:34]([F:35])([F:37])[F:36])=[CH:32][CH:33]=3)[O:22][C:23]3([CH2:24][CH2:25][CH2:26][CH2:27]3)[C:4]=2[C:3]2[C@@H:2]([OH:1])[CH2:11][C:10]([CH3:13])([CH3:12])[C@@H:9]([OH:39])[C:8]=2[N:7]=1)([CH3:20])[CH3:19]. The catalyst class is: 24. (3) Reactant: [F:1][C:2]1[CH:7]=[C:6]([CH2:8]O)[CH:5]=[C:4]([F:10])[C:3]=1[O:11][Si:12]([CH:19]([CH3:21])[CH3:20])([CH:16]([CH3:18])[CH3:17])[CH:13]([CH3:15])[CH3:14].[Br:22]C(Br)(Br)Br.C1(P(C2C=CC=CC=2)C2C=CC=CC=2)C=CC=CC=1. Product: [Br:22][CH2:8][C:6]1[CH:5]=[C:4]([F:10])[C:3]([O:11][Si:12]([CH:19]([CH3:21])[CH3:20])([CH:16]([CH3:18])[CH3:17])[CH:13]([CH3:15])[CH3:14])=[C:2]([F:1])[CH:7]=1. The catalyst class is: 4. (4) Product: [N:1]1([C:5]([C@H:7]2[CH2:8][NH:9][CH2:10][C@@H:11]([N:13]([CH2:14][CH:15]([CH3:17])[CH3:16])[C:18]([C:20]3[N:24]([CH2:25][CH2:26][CH2:27][CH2:28][O:29][CH3:30])[C:23]4[CH:31]=[C:32]([F:36])[C:33]([F:35])=[CH:34][C:22]=4[N:21]=3)=[O:19])[CH2:12]2)=[O:6])[CH2:4][CH2:3][CH2:2]1. Reactant: [N:1]1([C:5]([C@@H:7]2[CH2:12][C@H:11]([N:13]([C:18]([C:20]3[N:24]([CH2:25][CH2:26][CH2:27][CH2:28][O:29][CH3:30])[C:23]4[CH:31]=[C:32]([F:36])[C:33]([F:35])=[CH:34][C:22]=4[N:21]=3)=[O:19])[CH2:14][CH:15]([CH3:17])[CH3:16])[CH2:10][N:9](C(OC(C)(C)C)=O)[CH2:8]2)=[O:6])[CH2:4][CH2:3][CH2:2]1.C(O)(C(F)(F)F)=O. The catalyst class is: 26. (5) Reactant: [C:1]([C:5]1[CH:10]=[C:9]([C:11]([CH3:14])([CH3:13])[CH3:12])[CH:8]=[CH:7][C:6]=1[OH:15])([CH3:4])([CH3:3])[CH3:2].[H-].[Na+].[CH3:18][O:19][CH2:20]Cl. Product: [C:1]([C:5]1[CH:10]=[C:9]([C:11]([CH3:14])([CH3:13])[CH3:12])[CH:8]=[CH:7][C:6]=1[O:15][CH2:18][O:19][CH3:20])([CH3:4])([CH3:3])[CH3:2]. The catalyst class is: 1.